This data is from Reaction yield outcomes from USPTO patents with 853,638 reactions. The task is: Predict the reaction yield, written as a fraction of the theoretical maximum amount of product (1.0 means a 100% yield; for example, 0.34 means a 34% yield). (1) The reactants are [Cl:1][C:2]1[CH:10]=[C:9]2[C:5]([CH:6]=[C:7]([C:11]([O:13][CH3:14])=[O:12])[NH:8]2)=[CH:4][CH:3]=1.[H-].[Na+].Cl[CH2:18][C:19]#[N:20]. The catalyst is CN(C=O)C. The product is [Cl:1][C:2]1[CH:10]=[C:9]2[C:5]([CH:6]=[C:7]([C:11]([O:13][CH3:14])=[O:12])[N:8]2[CH2:18][C:19]#[N:20])=[CH:4][CH:3]=1. The yield is 0.820. (2) The reactants are C([O:5][C:6]([C:8]1[C:13]([O:14][CH2:15][C:16]2[CH:21]=[CH:20][CH:19]=[CH:18][CH:17]=2)=[C:12]([OH:22])[N:11]=[C:10]([CH2:23][C:24]2([C:29]3[CH:34]=[CH:33][C:32]([Cl:35])=[CH:31][CH:30]=3)[CH2:28][CH2:27][CH2:26][CH2:25]2)[N:9]=1)=[O:7])(C)(C)C.O[Li].O. The catalyst is O1CCCC1.O. The product is [CH2:15]([O:14][C:13]1[C:8]([C:6]([OH:7])=[O:5])=[N:9][C:10]([CH2:23][C:24]2([C:29]3[CH:30]=[CH:31][C:32]([Cl:35])=[CH:33][CH:34]=3)[CH2:25][CH2:26][CH2:27][CH2:28]2)=[N:11][C:12]=1[OH:22])[C:16]1[CH:21]=[CH:20][CH:19]=[CH:18][CH:17]=1. The yield is 0.810. (3) The reactants are [CH:1]([N:4]1[CH2:9][CH2:8][N:7]([CH2:10][C:11]2[CH:18]=[CH:17][C:14]([CH:15]=O)=[CH:13][CH:12]=2)[CH2:6][CH2:5]1)([CH3:3])[CH3:2].OS([O-])=O.[Na+].CC1C=CC(S(O)(=O)=O)=CC=1.[NH2:35][C:36]1[CH:44]=[C:43]([O:45][CH3:46])[CH:42]=[C:41]([O:47][CH3:48])[C:37]=1[C:38]([NH2:40])=[O:39]. The catalyst is CC(N(C)C)=O.O. The product is [CH:1]([N:4]1[CH2:9][CH2:8][N:7]([CH2:10][C:11]2[CH:18]=[CH:17][C:14]([C:15]3[NH:40][C:38](=[O:39])[C:37]4[C:36](=[CH:44][C:43]([O:45][CH3:46])=[CH:42][C:41]=4[O:47][CH3:48])[N:35]=3)=[CH:13][CH:12]=2)[CH2:6][CH2:5]1)([CH3:3])[CH3:2]. The yield is 0.300. (4) The reactants are COC(C1C=C(O)C2C(=C(OCC3C=CC=CC=3)C=CC=2)N=1)=O.C[O:25][C:26]([C:28]1[CH:37]=[C:36]([OH:38])[C:35]2[C:30](=[C:31]([O:40][CH2:41][C:42]3[CH:47]=[CH:46][CH:45]=[CH:44][CH:43]=3)[C:32]([Br:39])=[CH:33][CH:34]=2)[N:29]=1)=[O:27]. No catalyst specified. The product is [CH2:41]([O:40][C:31]1[C:32]([Br:39])=[CH:33][CH:34]=[C:35]2[C:30]=1[N:29]=[C:28]([C:26]([OH:27])=[O:25])[CH:37]=[C:36]2[OH:38])[C:42]1[CH:43]=[CH:44][CH:45]=[CH:46][CH:47]=1. The yield is 0.700. (5) The reactants are [CH3:1][O:2][C:3]1[CH:4]=[C:5]2[C:10](=[CH:11][C:12]=1[O:13][CH3:14])[N:9]=[CH:8][CH:7]=[C:6]2[O:15][C:16]1[CH:21]=[CH:20][C:19]([N+:22]([O-])=O)=[CH:18][N:17]=1.C1COCC1.CO. The catalyst is CN(C=O)C. The product is [CH3:1][O:2][C:3]1[CH:4]=[C:5]2[C:10](=[CH:11][C:12]=1[O:13][CH3:14])[N:9]=[CH:8][CH:7]=[C:6]2[O:15][C:16]1[N:17]=[CH:18][C:19]([NH2:22])=[CH:20][CH:21]=1. The yield is 0.981.